From a dataset of Reaction yield outcomes from USPTO patents with 853,638 reactions. Predict the reaction yield, written as a fraction of the theoretical maximum amount of product (1.0 means a 100% yield; for example, 0.34 means a 34% yield). The reactants are O1[C:5]2([CH2:10][CH2:9][CH2:8][CH:7]=[C:6]2[C:11]2[CH:16]=[CH:15][N:14]=[N:13][C:12]=2[NH2:17])[O:4]CC1.Cl. The catalyst is C1COCC1. The product is [NH2:17][C:12]1[N:13]=[N:14][CH:15]=[CH:16][C:11]=1[C:6]1[C:5](=[O:4])[CH2:10][CH2:9][CH2:8][CH:7]=1. The yield is 0.990.